This data is from Retrosynthesis with 50K atom-mapped reactions and 10 reaction types from USPTO. The task is: Predict the reactants needed to synthesize the given product. (1) The reactants are: C1=CCC=C1.CC(C=O)=CCCl. Given the product CC1(C=O)C2C=CC(C2)C1CCl, predict the reactants needed to synthesize it. (2) Given the product C=C1CCN(Cc2ccccc2)CC1(F)F, predict the reactants needed to synthesize it. The reactants are: C1CCOC1.O=C1CCN(Cc2ccccc2)CC1(F)F. (3) Given the product O=C1NCCN1Cc1ccc(OCc2ccccc2)cc1, predict the reactants needed to synthesize it. The reactants are: ClCc1ccc(OCc2ccccc2)cc1.O=C1NCCN1. (4) Given the product C[C@H]1CN(c2nc(F)ccc2C=O)C[C@@H](C)O1, predict the reactants needed to synthesize it. The reactants are: C[C@H]1CN(c2nc(F)ccc2CO)C[C@@H](C)O1. (5) Given the product COC(=O)c1cc(Cl)ccc1/C=C/C#N, predict the reactants needed to synthesize it. The reactants are: C=CC#N.COC(=O)c1cc(Cl)ccc1Br. (6) The reactants are: CNc1c(C)cc(O[Si](C(C)C)(C(C)C)C(C)C)cc1F.COC(=O)c1ccc(C=O)cc1C. Given the product COC(=O)c1ccc(CN(C)c2c(C)cc(O[Si](C(C)C)(C(C)C)C(C)C)cc2F)cc1C, predict the reactants needed to synthesize it. (7) Given the product CCn1c(-c2ccc(NC(=O)C3CC3)cc2)c(C#N)c2ccc(OCCCl)cc21, predict the reactants needed to synthesize it. The reactants are: CCn1c(-c2ccc(NC(=O)C3CC3)cc2)c(C#N)c2ccc(O)cc21.ClCCBr.